Dataset: Catalyst prediction with 721,799 reactions and 888 catalyst types from USPTO. Task: Predict which catalyst facilitates the given reaction. (1) Reactant: [CH3:1][S:2][CH2:3][CH2:4][CH2:5][OH:6].[C:7]([C:9]1[CH:10]=[C:11]([C:16]2[CH:17]=[C:18]([CH:23]=[CH:24][N:25]=2)[C:19]([O:21][CH3:22])=[O:20])[CH:12]=[CH:13][C:14]=1O)#[N:8].C(P(CCCC)CCCC)CCC.N(C(N1CCCCC1)=O)=NC(N1CCCCC1)=O. Product: [C:7]([C:9]1[CH:10]=[C:11]([C:16]2[CH:17]=[C:18]([CH:23]=[CH:24][N:25]=2)[C:19]([O:21][CH3:22])=[O:20])[CH:12]=[CH:13][C:14]=1[O:6][CH2:5][CH2:4][CH2:3][S:2][CH3:1])#[N:8]. The catalyst class is: 1. (2) Reactant: [C:1]([C:3]1[CH:8]=[CH:7][CH:6]=[CH:5][C:4]=1[S:9]([N:12]1[CH2:17][CH2:16][O:15][C@H:14]([CH2:18][NH:19][C:20](=[O:34])[C@H:21]([CH2:30][CH:31]([CH3:33])[CH3:32])[NH:22][C:23]([O:25]C(C)(C)C)=O)[CH2:13]1)(=[O:11])=[O:10])#[N:2].C(N(CC)CC)C.[CH:42]1[CH:47]=[C:46]2[CH:48]=[C:49](C(O)=O)[S:50][C:45]2=[CH:44][CH:43]=1.C1C=CC2N(O)N=NC=2C=1.C(Cl)CCl. Product: [C:1]([C:3]1[CH:8]=[CH:7][CH:6]=[CH:5][C:4]=1[S:9]([N:12]1[CH2:17][CH2:16][O:15][C@H:14]([CH2:18][NH:19][C:20]([C@@H:21]([NH:22][C:23]([C:49]2[S:50][C:45]3[CH:44]=[CH:43][CH:42]=[CH:47][C:46]=3[CH:48]=2)=[O:25])[CH2:30][CH:31]([CH3:33])[CH3:32])=[O:34])[CH2:13]1)(=[O:10])=[O:11])#[N:2]. The catalyst class is: 2. (3) Reactant: [CH3:1][CH:2]([C@H:4]([NH2:23])[C:5]([O:7][CH2:8][CH2:9][O:10][CH2:11][N:12]1[C:16]2[NH:17][C:18]([NH2:22])=[N:19][C:20](=[O:21])[C:15]=2[N:14]=[CH:13]1)=[O:6])[CH3:3].[C:24]([OH:31])(=[O:30])/[CH:25]=[CH:26]/[C:27]([OH:29])=[O:28]. Product: [CH3:3][CH:2]([C@H:4]([NH2:23])[C:5]([O:7][CH2:8][CH2:9][O:10][CH2:11][N:12]1[C:16]2[NH:17][C:18]([NH2:22])=[N:19][C:20](=[O:21])[C:15]=2[N:14]=[CH:13]1)=[O:6])[CH3:1].[C:24]([O-:31])(=[O:30])/[CH:25]=[CH:26]/[C:27]([O-:29])=[O:28]. The catalyst class is: 8. (4) Reactant: [CH3:1][O:2][C:3]1[CH:9]=[CH:8][C:7]([N+:10]([O-:12])=[O:11])=[CH:6][C:4]=1[NH2:5].C(N(CC)CC)C.[C:20](Cl)(=[O:23])[CH2:21][CH3:22]. Product: [CH3:1][O:2][C:3]1[CH:9]=[CH:8][C:7]([N+:10]([O-:12])=[O:11])=[CH:6][C:4]=1[NH:5][C:20](=[O:23])[CH2:21][CH3:22]. The catalyst class is: 4. (5) Reactant: CC([O:5][C:6](=[O:18])[CH2:7][S:8][C:9]1[S:13][C:12]([NH:14][C:15](=[O:17])[CH3:16])=[N:11][CH:10]=1)(C)C. Product: [C:15]([NH:14][C:12]1[S:13][C:9]([S:8][CH2:7][C:6]([OH:18])=[O:5])=[CH:10][N:11]=1)(=[O:17])[CH3:16]. The catalyst class is: 557.